The task is: Regression. Given a peptide amino acid sequence and an MHC pseudo amino acid sequence, predict their binding affinity value. This is MHC class I binding data.. This data is from Peptide-MHC class I binding affinity with 185,985 pairs from IEDB/IMGT. (1) The peptide sequence is EETLLTTWL. The MHC is HLA-A02:06 with pseudo-sequence HLA-A02:06. The binding affinity (normalized) is 0.0847. (2) The peptide sequence is WQFAIHYSF. The MHC is HLA-B48:01 with pseudo-sequence HLA-B48:01. The binding affinity (normalized) is 0.531. (3) The peptide sequence is GQVPKFHL. The MHC is Mamu-B03 with pseudo-sequence Mamu-B03. The binding affinity (normalized) is 0.0627.